Dataset: Forward reaction prediction with 1.9M reactions from USPTO patents (1976-2016). Task: Predict the product of the given reaction. (1) Given the reactants [Cl:1][C:2]1[C:3]([NH:15][C:16]2[S:17][C:18]3[CH:24]=[CH:23][C:22]([F:25])=[CH:21][C:19]=3[N:20]=2)=[CH:4][C:5]([F:14])=[C:6]([CH2:8][C:9]([O:11]CC)=[O:10])[CH:7]=1.[OH-].[Na+], predict the reaction product. The product is: [Cl:1][C:2]1[C:3]([NH:15][C:16]2[S:17][C:18]3[CH:24]=[CH:23][C:22]([F:25])=[CH:21][C:19]=3[N:20]=2)=[CH:4][C:5]([F:14])=[C:6]([CH2:8][C:9]([OH:11])=[O:10])[CH:7]=1. (2) The product is: [O:23]=[C:14]1[N:13]([C:10]2[CH:11]=[CH:12][C:4]3[C:3]4[NH:36][N:35]=[C:34]([NH:33][CH2:32][CH2:31][C:26]5[CH:27]=[CH:28][CH:29]=[CH:30][N:25]=5)[C:2]=4[CH2:8][CH2:7][CH2:6][C:5]=3[CH:9]=2)[CH2:17][C@H:16]([CH2:18][NH:19][C:20](=[O:22])[CH3:21])[O:15]1. Given the reactants Br[CH:2]1[CH2:8][CH2:7][CH2:6][C:5]2[CH:9]=[C:10]([N:13]3[CH2:17][C@H:16]([CH2:18][NH:19][C:20](=[O:22])[CH3:21])[O:15][C:14]3=[O:23])[CH:11]=[CH:12][C:4]=2[C:3]1=O.[N:25]1[CH:30]=[CH:29][CH:28]=[CH:27][C:26]=1[CH2:31][CH2:32][NH:33][C:34](=S)[NH:35][NH2:36], predict the reaction product. (3) Given the reactants [Br:1][C:2]1[C:9]([CH3:10])=[CH:8][C:5]([C:6]#[N:7])=[CH:4][C:3]=1[CH3:11].[NH4+].[Cl-].[N-:14]=[N+:15]=[N-:16].[Na+], predict the reaction product. The product is: [Br:1][C:2]1[C:3]([CH3:11])=[CH:4][C:5]([C:6]2[NH:16][N:15]=[N:14][N:7]=2)=[CH:8][C:9]=1[CH3:10]. (4) Given the reactants O[C:2]1[C:7]([C:8]([O:10][CH2:11][CH3:12])=[O:9])=[C:6]([CH3:13])[N:5]=[C:4]([S:14][CH3:15])[N:3]=1.CN(C)C1C=CC=CC=1.P(Cl)(Cl)([Cl:27])=O, predict the reaction product. The product is: [Cl:27][C:2]1[C:7]([C:8]([O:10][CH2:11][CH3:12])=[O:9])=[C:6]([CH3:13])[N:5]=[C:4]([S:14][CH3:15])[N:3]=1. (5) Given the reactants [Cl:1][C:2]1[CH:3]=[CH:4][C:5]([O:23][CH2:24][C:25]2[CH:30]=[CH:29][CH:28]=[CH:27][CH:26]=2)=[C:6]([C:8]2[N:9]([C:14]3[CH:15]=[C:16]([CH:20]=[CH:21][CH:22]=3)[C:17]([OH:19])=O)[C:10]([CH3:13])=[CH:11][CH:12]=2)[CH:7]=1.C(Cl)CCl.C1C=CC2N(O)N=NC=2C=1.[NH2:45][CH2:46][C:47]1[CH:52]=[CH:51][N:50]=[CH:49][CH:48]=1, predict the reaction product. The product is: [Cl:1][C:2]1[CH:3]=[CH:4][C:5]([O:23][CH2:24][C:25]2[CH:26]=[CH:27][CH:28]=[CH:29][CH:30]=2)=[C:6]([C:8]2[N:9]([C:14]3[CH:15]=[C:16]([CH:20]=[CH:21][CH:22]=3)[C:17]([NH:45][CH2:46][C:47]3[CH:52]=[CH:51][N:50]=[CH:49][CH:48]=3)=[O:19])[C:10]([CH3:13])=[CH:11][CH:12]=2)[CH:7]=1. (6) Given the reactants [CH3:1][C:2]1[NH:6][CH:5]=[N:4][C:3]=1[CH2:7][CH:8]1[C:17](=O)[C:16]2[N:15]=[CH:14][CH:13]=[CH:12][C:11]=2[CH2:10][CH2:9]1.[OH-].[K+].O.NN, predict the reaction product. The product is: [CH3:1][C:2]1[NH:6][CH:5]=[N:4][C:3]=1[CH2:7][CH:8]1[CH2:17][C:16]2[N:15]=[CH:14][CH:13]=[CH:12][C:11]=2[CH2:10][CH2:9]1. (7) Given the reactants [C:1](OC(=N)C(Cl)(Cl)Cl)([CH3:4])([CH3:3])[CH3:2].[C:12]([O:16][C:17]([NH:19][C@H:20]([C:39]([OH:41])=[O:40])[CH2:21][CH2:22][S:23][S:24][CH2:25][CH2:26][C@H:27]([NH:31][C:32]([O:34][C:35]([CH3:38])([CH3:37])[CH3:36])=[O:33])[C:28]([OH:30])=[O:29])=[O:18])([CH3:15])([CH3:14])[CH3:13], predict the reaction product. The product is: [C:12]([O:16][C:17]([NH:19][C@H:20]([C:39]([O:41][C:1]([CH3:2])([CH3:3])[CH3:4])=[O:40])[CH2:21][CH2:22][S:23][S:24][CH2:25][CH2:26][C@H:27]([NH:31][C:32]([O:34][C:35]([CH3:38])([CH3:37])[CH3:36])=[O:33])[C:28]([O:30][C:1]([CH3:4])([CH3:3])[CH3:2])=[O:29])=[O:18])([CH3:15])([CH3:13])[CH3:14]. (8) Given the reactants C[O:2][C:3]([C:5]1[CH:14]=[C:13]2[C:8]([C@@H:9]([NH:15][C:16]([O:18][CH2:19][C:20]3[CH:25]=[CH:24][CH:23]=[CH:22][CH:21]=3)=[O:17])[CH2:10][CH2:11][S:12]2)=[CH:7][C:6]=1[Cl:26])=[O:4].C(=O)([O-])[O-].[K+].[K+], predict the reaction product. The product is: [CH2:19]([O:18][C:16]([NH:15][C@@H:9]1[C:8]2[C:13](=[CH:14][C:5]([C:3]([OH:4])=[O:2])=[C:6]([Cl:26])[CH:7]=2)[S:12][CH2:11][CH2:10]1)=[O:17])[C:20]1[CH:25]=[CH:24][CH:23]=[CH:22][CH:21]=1. (9) Given the reactants [C:1]([N:4]1[CH2:9][CH:8]([C:10]2[CH:15]=[CH:14][C:13]([CH2:16][CH:17]([F:19])[F:18])=[CH:12][CH:11]=2)[CH2:7][CH:6]([C:20](O)=[O:21])[CH2:5]1)(=[O:3])[CH3:2].O[N:24]=[C:25]([NH2:30])[CH2:26][CH2:27][O:28][CH3:29], predict the reaction product. The product is: [F:18][CH:17]([F:19])[CH2:16][C:13]1[CH:12]=[CH:11][C:10]([CH:8]2[CH2:7][CH:6]([C:20]3[O:21][N:30]=[C:25]([CH2:26][CH2:27][O:28][CH3:29])[N:24]=3)[CH2:5][N:4]([C:1](=[O:3])[CH3:2])[CH2:9]2)=[CH:15][CH:14]=1.